This data is from Reaction yield outcomes from USPTO patents with 853,638 reactions. The task is: Predict the reaction yield, written as a fraction of the theoretical maximum amount of product (1.0 means a 100% yield; for example, 0.34 means a 34% yield). The reactants are [NH2:1][C:2]1[NH:6][N:5]=[C:4]([C:7]([O:9][CH2:10][CH3:11])=[O:8])[CH:3]=1.[C:12]([CH:15]([CH2:21][C:22]([O:24][CH2:25][CH3:26])=[O:23])[C:16](OCC)=[O:17])(=O)[CH3:13]. The catalyst is CC1C=CC=CC=1C.S(O)(C1C=CC(C)=CC=1)(=O)=O.O. The product is [CH2:25]([O:24][C:22](=[O:23])[CH2:21][C:15]1[C:12]([CH3:13])=[N:1][C:2]2[N:6]([N:5]=[C:4]([C:7]([O:9][CH2:10][CH3:11])=[O:8])[CH:3]=2)[C:16]=1[OH:17])[CH3:26]. The yield is 0.750.